This data is from NCI-60 drug combinations with 297,098 pairs across 59 cell lines. The task is: Regression. Given two drug SMILES strings and cell line genomic features, predict the synergy score measuring deviation from expected non-interaction effect. (1) Drug 1: CC1CCC2CC(C(=CC=CC=CC(CC(C(=O)C(C(C(=CC(C(=O)CC(OC(=O)C3CCCCN3C(=O)C(=O)C1(O2)O)C(C)CC4CCC(C(C4)OC)OCCO)C)C)O)OC)C)C)C)OC. Drug 2: N.N.Cl[Pt+2]Cl. Cell line: A498. Synergy scores: CSS=17.6, Synergy_ZIP=-8.25, Synergy_Bliss=1.69, Synergy_Loewe=0.697, Synergy_HSA=2.50. (2) Drug 1: CC(CN1CC(=O)NC(=O)C1)N2CC(=O)NC(=O)C2. Drug 2: CN(C)N=NC1=C(NC=N1)C(=O)N. Cell line: SK-OV-3. Synergy scores: CSS=13.7, Synergy_ZIP=-2.27, Synergy_Bliss=-1.45, Synergy_Loewe=0.143, Synergy_HSA=-0.0844. (3) Drug 1: C1CN1C2=NC(=NC(=N2)N3CC3)N4CC4. Drug 2: COC1=C2C(=CC3=C1OC=C3)C=CC(=O)O2. Cell line: HCC-2998. Synergy scores: CSS=24.7, Synergy_ZIP=6.87, Synergy_Bliss=5.36, Synergy_Loewe=-3.84, Synergy_HSA=3.10. (4) Cell line: IGROV1. Drug 1: CN(C(=O)NC(C=O)C(C(C(CO)O)O)O)N=O. Synergy scores: CSS=16.3, Synergy_ZIP=2.39, Synergy_Bliss=0.961, Synergy_Loewe=-50.3, Synergy_HSA=0.921. Drug 2: B(C(CC(C)C)NC(=O)C(CC1=CC=CC=C1)NC(=O)C2=NC=CN=C2)(O)O. (5) Drug 1: CC1OCC2C(O1)C(C(C(O2)OC3C4COC(=O)C4C(C5=CC6=C(C=C35)OCO6)C7=CC(=C(C(=C7)OC)O)OC)O)O. Cell line: MDA-MB-435. Drug 2: C1=CC(=CC=C1CC(C(=O)O)N)N(CCCl)CCCl.Cl. Synergy scores: CSS=0.110, Synergy_ZIP=-1.12, Synergy_Bliss=8.52, Synergy_Loewe=-3.93, Synergy_HSA=2.83. (6) Drug 1: C1=NC2=C(N=C(N=C2N1C3C(C(C(O3)CO)O)O)F)N. Drug 2: C1=NC2=C(N=C(N=C2N1C3C(C(C(O3)CO)O)F)Cl)N. Cell line: HT29. Synergy scores: CSS=-6.90, Synergy_ZIP=7.01, Synergy_Bliss=7.82, Synergy_Loewe=3.08, Synergy_HSA=-0.277. (7) Cell line: MALME-3M. Drug 1: CC1CCC2CC(C(=CC=CC=CC(CC(C(=O)C(C(C(=CC(C(=O)CC(OC(=O)C3CCCCN3C(=O)C(=O)C1(O2)O)C(C)CC4CCC(C(C4)OC)O)C)C)O)OC)C)C)C)OC. Synergy scores: CSS=22.7, Synergy_ZIP=1.57, Synergy_Bliss=3.33, Synergy_Loewe=-5.23, Synergy_HSA=1.65. Drug 2: CCN(CC)CCCC(C)NC1=C2C=C(C=CC2=NC3=C1C=CC(=C3)Cl)OC.